From a dataset of Peptide-MHC class I binding affinity with 185,985 pairs from IEDB/IMGT. Regression. Given a peptide amino acid sequence and an MHC pseudo amino acid sequence, predict their binding affinity value. This is MHC class I binding data. (1) The peptide sequence is VLTGNLQTL. The MHC is H-2-Db with pseudo-sequence H-2-Db. The binding affinity (normalized) is 0.0641. (2) The peptide sequence is LLSNFGAPSY. The MHC is HLA-A23:01 with pseudo-sequence HLA-A23:01. The binding affinity (normalized) is 0. (3) The peptide sequence is LLYKQLNFT. The MHC is HLA-A03:01 with pseudo-sequence HLA-A03:01. The binding affinity (normalized) is 0.0847. (4) The peptide sequence is ISRQRLTKY. The MHC is HLA-A23:01 with pseudo-sequence HLA-A23:01. The binding affinity (normalized) is 0. (5) The peptide sequence is LSPLLLSTT. The MHC is Mamu-A01 with pseudo-sequence Mamu-A01. The binding affinity (normalized) is 0.519. (6) The peptide sequence is WMMAMRYPI. The MHC is BoLA-D18.4 with pseudo-sequence BoLA-D18.4. The binding affinity (normalized) is 0.386.